This data is from Catalyst prediction with 721,799 reactions and 888 catalyst types from USPTO. The task is: Predict which catalyst facilitates the given reaction. (1) Reactant: [Cl-].CS(C)=O.[CH2:6]([O:13][CH2:14][CH2:15][CH2:16][OH:17])[C:7]1[CH:12]=[CH:11][CH:10]=[CH:9][CH:8]=1.CCN(CC)CC. Product: [CH2:6]([O:13][CH2:14][CH2:15][CH:16]=[O:17])[C:7]1[CH:12]=[CH:11][CH:10]=[CH:9][CH:8]=1. The catalyst class is: 34. (2) Reactant: [Br:1][C:2]1[CH:3]=[C:4]([OH:8])[CH:5]=[CH:6][CH:7]=1.[OH-].[K+].[CH3:11][CH:12]([CH2:16][CH2:17][CH2:18][CH:19]([CH3:21])[CH3:20])[CH2:13][CH2:14]Br.O. Product: [CH3:11][CH:12]([CH2:16][CH2:17][CH2:18][CH:19]([CH3:21])[CH3:20])[CH2:13][CH2:14][O:8][C:4]1[CH:3]=[C:2]([Br:1])[CH:7]=[CH:6][CH:5]=1. The catalyst class is: 8. (3) Reactant: [F:1][C:2]1[CH:3]=[C:4]([CH:22]=[CH:23][CH:24]=1)[CH2:5][O:6][C:7]1[CH:12]=[CH:11][C:10]([N:13]2[C:17](=[O:18])[CH2:16][C@H:15]([C:19](O)=[O:20])[CH2:14]2)=[CH:9][CH:8]=1.[CH2:25]([N:27](CC)CC)C.CN(C(ON1N=NC2C=CC=CC1=2)=[N+](C)C)C.F[P-](F)(F)(F)(F)F.Cl.CN. Product: [CH3:25][NH:27][C:19]([C@@H:15]1[CH2:16][C:17](=[O:18])[N:13]([C:10]2[CH:11]=[CH:12][C:7]([O:6][CH2:5][C:4]3[CH:22]=[CH:23][CH:24]=[C:2]([F:1])[CH:3]=3)=[CH:8][CH:9]=2)[CH2:14]1)=[O:20]. The catalyst class is: 454. (4) Reactant: [NH:1]1[CH2:6][CH2:5][C:4](=[N:7][O:8][CH:9]2[CH2:14][CH2:13][N:12]([C:15]([O:17][CH:18]([CH3:20])[CH3:19])=[O:16])[CH2:11][CH2:10]2)[CH2:3][CH2:2]1.[Cl:21][C:22]1[C:27]([CH2:28][OH:29])=[CH:26][C:25]([F:30])=[C:24](Cl)[N:23]=1.C(N(C(C)C)CC)(C)C.C(OCC)(=O)C. Product: [CH:18]([O:17][C:15]([N:12]1[CH2:11][CH2:10][CH:9]([O:8][N:7]=[C:4]2[CH2:3][CH2:2][N:1]([C:24]3[C:25]([F:30])=[CH:26][C:27]([CH2:28][OH:29])=[C:22]([Cl:21])[N:23]=3)[CH2:6][CH2:5]2)[CH2:14][CH2:13]1)=[O:16])([CH3:20])[CH3:19]. The catalyst class is: 16. (5) Reactant: P(=O)([O-])O[C:3]([CH2:13][C:14](F)(F)F)(CC(F)(F)F)[C:4]([O:6][CH3:7])=[O:5].C1[O:37][CH2:36][CH2:35]OCCOCCOCCOCCOC1.[CH3:38][Si]([N-][Si](C)(C)C)(C)C.[K+].O1CCCCC1O[C:55]1[CH:56]=[C:57]([C:61]23[CH2:68][CH2:67][C:64](CCC=O)([CH2:65][CH2:66]2)[CH2:63][O:62]3)[CH:58]=[CH:59][CH:60]=1.[CH2:73]1[CH2:77]O[CH2:75][CH2:74]1. Product: [O:37]([C:55]1[CH:56]=[C:57]([C:61]23[CH2:66][CH2:65][C:64]([CH2:38][CH2:14]/[CH:13]=[CH:3]\[C:4]([O:6][CH3:7])=[O:5])([CH2:67][CH2:68]2)[CH2:63][O:62]3)[CH:58]=[CH:59][CH:60]=1)[C:36]1[CH:35]=[CH:77][CH:73]=[CH:74][CH:75]=1. The catalyst class is: 11. (6) Reactant: [F:1][C:2]1[CH:3]=[C:4]([C:8]2[CH:16]=[C:15]3[C:11]([CH2:12][CH2:13][CH:14]3[NH:17][C:18]3[CH:19]=[C:20]([CH:27]=[CH:28][CH:29]=3)[O:21][CH2:22][C:23]([O:25][CH3:26])=[O:24])=[CH:10][CH:9]=2)[CH:5]=[CH:6][CH:7]=1.CN(C1C=CC=CN=1)C.[C:39](Cl)(=[O:41])[CH3:40].C(N(CC)CC)C. Product: [F:1][C:2]1[CH:3]=[C:4]([C:8]2[CH:16]=[C:15]3[C:11]([CH2:12][CH2:13][CH:14]3[N:17]([C:18]3[CH:19]=[C:20]([CH:27]=[CH:28][CH:29]=3)[O:21][CH2:22][C:23]([O:25][CH3:26])=[O:24])[C:39](=[O:41])[CH3:40])=[CH:10][CH:9]=2)[CH:5]=[CH:6][CH:7]=1. The catalyst class is: 4. (7) Reactant: [Si:1]([O:8][CH2:9][CH2:10][C:11]1[C:12]([CH2:17][OH:18])=[N:13][CH:14]=[CH:15][CH:16]=1)([C:4]([CH3:7])([CH3:6])[CH3:5])([CH3:3])[CH3:2].C(Cl)Cl. Product: [Si:1]([O:8][CH2:9][CH2:10][C:11]1[C:12]([CH:17]=[O:18])=[N:13][CH:14]=[CH:15][CH:16]=1)([C:4]([CH3:6])([CH3:7])[CH3:5])([CH3:3])[CH3:2]. The catalyst class is: 697. (8) Reactant: [Cl:1][C:2]1[CH:10]=[CH:9][CH:8]=[C:7]2[C:3]=1[C:4]([C:15]([OH:17])=O)=[CH:5][N:6]2[CH2:11][CH2:12][O:13][CH3:14].[NH2:18][CH2:19][C@@:20]1([OH:27])[CH2:25][CH2:24][CH2:23][C@@H:22]([CH3:26])[CH2:21]1.C(Cl)CCl.N1(O)C2C=CC=CC=2N=N1.CCN(C(C)C)C(C)C. Product: [OH:27][C@:20]1([CH2:19][NH:18][C:15]([C:4]2[C:3]3[C:7](=[CH:8][CH:9]=[CH:10][C:2]=3[Cl:1])[N:6]([CH2:11][CH2:12][O:13][CH3:14])[CH:5]=2)=[O:17])[CH2:25][CH2:24][CH2:23][C@@H:22]([CH3:26])[CH2:21]1. The catalyst class is: 1.